Predict the reactants needed to synthesize the given product. From a dataset of Full USPTO retrosynthesis dataset with 1.9M reactions from patents (1976-2016). (1) Given the product [Cl:14][C:15]1[C:16]([C:22]2[CH:27]=[CH:26][CH:25]=[C:24]([NH:28][CH2:29][C:30]3([C:36]#[N:37])[CH2:35][CH2:34][O:33][CH2:32][CH2:31]3)[N:23]=2)=[CH:17][C:18]([NH:1][C@H:2]2[CH2:3][CH2:4][C@H:5]([NH:8][C:9]([CH3:13])([CH3:12])[CH2:10][OH:11])[CH2:6][CH2:7]2)=[N:19][CH:20]=1, predict the reactants needed to synthesize it. The reactants are: [NH2:1][C@H:2]1[CH2:7][CH2:6][C@H:5]([NH:8][C:9]([CH3:13])([CH3:12])[CH2:10][OH:11])[CH2:4][CH2:3]1.[Cl:14][C:15]1[C:16]([C:22]2[CH:27]=[CH:26][CH:25]=[C:24]([NH:28][CH2:29][C:30]3([C:36]#[N:37])[CH2:35][CH2:34][O:33][CH2:32][CH2:31]3)[N:23]=2)=[CH:17][C:18](F)=[N:19][CH:20]=1.N1C=CC(C)=CC=1C. (2) Given the product [CH3:40][C:38]1[NH:39][C:34]2[C:35]([N:37]=1)=[N:36][C:31]([C:46]([O:44][CH3:43])=[O:47])=[CH:32][CH:33]=2, predict the reactants needed to synthesize it. The reactants are: C1(P(C2C=CC=CC=2)CCCP(C2C=CC=CC=2)C2C=CC=CC=2)C=CC=CC=1.Br[C:31]1[N:36]=[C:35]2[N:37]=[C:38]([CH3:40])[NH:39][C:34]2=[CH:33][CH:32]=1.CN(C)[CH:43]=[O:44].[CH3:46][OH:47].